From a dataset of Reaction yield outcomes from USPTO patents with 853,638 reactions. Predict the reaction yield, written as a fraction of the theoretical maximum amount of product (1.0 means a 100% yield; for example, 0.34 means a 34% yield). (1) The reactants are [CH2:1]([CH:3]([C:9](OCC)=O)[C:4]([O:6]CC)=[O:5])[CH3:2].[Na].[C:15]1([C:21]2[CH:28]=[CH:27][CH:26]=[CH:25][C:22]=2CBr)[CH:20]=[CH:19][CH:18]=[CH:17][CH:16]=1.[OH-].[K+]. The catalyst is O. The product is [C:15]1([C:21]2[CH:22]=[CH:25][CH:26]=[CH:27][C:28]=2[CH2:9][CH:3]([CH2:1][CH3:2])[C:4]([OH:6])=[O:5])[CH:20]=[CH:19][CH:18]=[CH:17][CH:16]=1. The yield is 0.930. (2) The reactants are [H-].[Na+].Cl[C:4]1[C:9]([CH2:10][N:11]([CH3:21])[CH2:12][CH:13]([OH:20])[CH2:14][CH:15]([CH2:18][F:19])[CH2:16][F:17])=[CH:8][CH:7]=[C:6]([Cl:22])[N:5]=1. The catalyst is C1COCC1. The product is [Cl:22][C:6]1[CH:7]=[CH:8][C:9]2[CH2:10][N:11]([CH3:21])[CH2:12][CH:13]([CH2:14][CH:15]([CH2:18][F:19])[CH2:16][F:17])[O:20][C:4]=2[N:5]=1. The yield is 0.850. (3) The yield is 0.590. The product is [CH3:1][O:2][C:3]([C:5]1[CH:10]=[CH:9][C:8]([Br:11])=[C:7]([Cl:18])[N:6]=1)=[O:4]. The catalyst is C(Cl)Cl. The reactants are [CH3:1][O:2][C:3]([C:5]1[CH:10]=[CH:9][C:8]([Br:11])=[CH:7][N:6]=1)=[O:4].C1C=C([Cl:18])C=C(C(OO)=O)C=1.BrC1C=CC(C(OC)=O)=[N+]([O-])C=1.P(Cl)(Cl)(Cl)=O.